Dataset: NCI-60 drug combinations with 297,098 pairs across 59 cell lines. Task: Regression. Given two drug SMILES strings and cell line genomic features, predict the synergy score measuring deviation from expected non-interaction effect. (1) Drug 1: CCN(CC)CCNC(=O)C1=C(NC(=C1C)C=C2C3=C(C=CC(=C3)F)NC2=O)C. Drug 2: C1=CC=C(C(=C1)C(C2=CC=C(C=C2)Cl)C(Cl)Cl)Cl. Cell line: PC-3. Synergy scores: CSS=7.96, Synergy_ZIP=-3.21, Synergy_Bliss=1.06, Synergy_Loewe=-3.25, Synergy_HSA=-0.625. (2) Drug 1: COC1=NC(=NC2=C1N=CN2C3C(C(C(O3)CO)O)O)N. Drug 2: CCC1(CC2CC(C3=C(CCN(C2)C1)C4=CC=CC=C4N3)(C5=C(C=C6C(=C5)C78CCN9C7C(C=CC9)(C(C(C8N6C)(C(=O)OC)O)OC(=O)C)CC)OC)C(=O)OC)O.OS(=O)(=O)O. Cell line: MDA-MB-231. Synergy scores: CSS=31.5, Synergy_ZIP=-4.79, Synergy_Bliss=3.94, Synergy_Loewe=8.36, Synergy_HSA=7.16. (3) Drug 1: C1=CN(C=N1)CC(O)(P(=O)(O)O)P(=O)(O)O. Drug 2: C1C(C(OC1N2C=NC3=C2NC=NCC3O)CO)O. Cell line: NCI/ADR-RES. Synergy scores: CSS=-2.29, Synergy_ZIP=4.13, Synergy_Bliss=1.70, Synergy_Loewe=-3.74, Synergy_HSA=-4.30. (4) Drug 1: C1=CC(=CC=C1CC(C(=O)O)N)N(CCCl)CCCl.Cl. Drug 2: C#CCC(CC1=CN=C2C(=N1)C(=NC(=N2)N)N)C3=CC=C(C=C3)C(=O)NC(CCC(=O)O)C(=O)O. Cell line: MCF7. Synergy scores: CSS=18.9, Synergy_ZIP=-3.92, Synergy_Bliss=0.760, Synergy_Loewe=0.549, Synergy_HSA=0.242.